Dataset: Drug-target binding data from BindingDB using Kd measurements. Task: Regression. Given a target protein amino acid sequence and a drug SMILES string, predict the binding affinity score between them. We predict pKd (pKd = -log10(Kd in M); higher means stronger binding). Dataset: bindingdb_kd. (1) The small molecule is Cc1[nH]c(/C=C2\C(=O)Nc3ccc(S(=O)(=O)Cc4c(Cl)cccc4Cl)cc32)c(C)c1C(=O)N1CCC[C@@H]1CN1CCCC1. The target is PFCDPK1(Pfalciparum). The pKd is 5.0. (2) The small molecule is O=c1[nH]c(=O)n(COCCO)cc1Cc1ccccc1. The target protein (Q16831) has sequence MAATGANAEKAESHNDCPVRLLNPNIAKMKEDILYHFNLTTSRHNFPALFGDVKFVCVGGSPSRMKAFIRCVGAELGLDCPGRDYPNICAGTDRYAMYKVGPVLSVSHGMGIPSISIMLHELIKLLYYARCSNVTIIRIGTSGGIGLEPGTVVITEQAVDTCFKAEFEQIVLGKRVIRKTDLNKKLVQELLLCSAELSEFTTVVGNTMCTLDFYEGQGRLDGALCSYTEKDKQAYLEAAYAAGVRNIEMESSVFAAMCSACGLQAAVVCVTLLNRLEGDQISSPRNVLSEYQQRPQRLVSYFIKKKLSKA. The pKd is 5.8. (3) The drug is CCCCCO[C@H]1O[C@H](COS(=O)(=O)[O-])[C@@H](O[C@@H]2O[C@@H](C(=O)[O-])[C@@H](O[C@H]3O[C@H](COS(=O)(=O)[O-])[C@@H](O[C@@H]4O[C@@H](C(=O)[O-])[C@@H](O[C@H]5O[C@H](COS(=O)(=O)[O-])[C@@H](O[C@@H]6O[C@@H](C(=O)[O-])[C@@H](O)[C@H](O)[C@H]6OS(=O)(=O)[O-])[C@H](O)[C@H]5NC(C)=O)[C@H](O)[C@H]4OS(=O)(=O)[O-])[C@H](O)[C@H]3NS(=O)(=O)[O-])[C@H](O)[C@H]2O)[C@H](O)[C@H]1NC(C)=O.[Na+].[Na+].[Na+].[Na+].[Na+].[Na+].[Na+].[Na+].[Na+]. The target protein (P51671) has sequence MKVSAALLWLLLIAAAFSPQGLAGPASVPTTCCFNLANRKIPLQRLESYRRITSGKCPQKAVIFKTKLAKDICADPKKKWVQDSMKYLDQKSPTPKP. The pKd is 5.0. (4) The target protein sequence is MKQKPAFIPYAGAQFEPEEMLSKSAEYYQFMDHRRTVREFSNRAIPLEVIENIVMTASTAPSGAHKQPWTFVVVSDPQIKAKIRQAAEKEEFESYNGRMSNEWLEDLQPFGTDWHKPFLEIAPYLIVVFRKAYDVLPDGTQRKNYYVQESVGIACGFLLAAIHQAGLVALTHTPSPMNFLQKILQRPENERPFLLVPVGYPAEGAMVPDLQRKDKAAVMVVYHHHHHH. The drug is N#Cc1ccc(O)c(I)c1. The pKd is 5.8. (5) The small molecule is Cc1c(C(=O)NN2CCCCC2)nn(-c2ccc(Cl)cc2Cl)c1-c1ccc(Cl)cc1. The target protein sequence is MKSILDGLADTTFRTITTDLLYVGSNDIQYEDIKGDMASKLGYFPQKFPLTSFRGSPFQEKMTAGDNPQLVPADQVNITEFYNKSLSSFKENEENIQCGENFMDIECFMVLNPSQQLAIAVLSLTLGTFTVLENLLVLCVILHSRSLRCRPSYHFIGSLAVADLLGSVIFVYSFIDFHVFHRKDSRNVFLFKLGGVTASFTASVGSLFLTAIDRYISIHRPLAYKRIVTRPKAVVAFCLMWTIAIVIAVLPLLGWNCEKLQSVCSDIFPHIDETYLMFWIGVTSVLLLFIVYAYMYILWKAHSHAVRMIQRGTQKSIIIHTSEDGKVQVTRPDQARMAIRLAKTLVLILVVLIICWGPLLAIMVYDVFGKMNKLIKTVFAFCSMLCLLNSTVNPIIYALRSKDLRHAFRSMFPSCEGTAQPLDNSMGDSDCLHKHANNAASVHRAAESCIKSTVKIAKVTMSVSTDTSAEAL. The pKd is 8.6. (6) The drug is Cc1ccc(-c2cc(-c3cc(Br)ccc3O)[nH]c(=O)c2C#N)c(C)c1. The target protein (O15392) has sequence MGAPTLPPAWQPFLKDHRISTFKNWPFLEGCACTPERMAEAGFIHCPTENEPDLAQCFFCFKELEGWEPDDDPIEEHKKHSSGCAFLSVKKQFEELTLGEFLKLDRERAKNKIAKETNNKKKEFEETAKKVRRAIEQLAAMD. The pKd is 6.2. (7) The compound is CO[C@H]1C=CC=C(C)C(=O)Nc2cc(O)c(N=CCCCNC(=O)Cc3ccc4c(c3)C(C)(C)C3=C5C=C6C7=[N+](CCC6OC5CCN34)c3ccc(S(=O)(=O)[O-])cc3C7(C)C)c(c2O)C[C@@H](C)C[C@H](OC)[C@H](O)[C@@H](C)/C=C(\C)[C@@H]1OC(N)=O. The target protein (P41148) has sequence MRALWVLGLCCVLLTFGSVRADDEVDVDGTVEEDLGKSREGSRTDDEVVQREEEAIQLDGLNASQIRELREKSEKFAFQAEVNRMMKLIINSLYKNKEIFLRELISNASDALDKIRLISLTDENALAGNEELTVKIKCDKEKNLLHVTDTGVGMTREELVKNLGTIAKSGTSEFLNKMTEAQEDGQSTSELIGQFGVGFYSAFLVADKVIVTSKHNNDTQHIWESDSNEFSVIADPRGNTLGRGTTITLVLKEEASDYLELDTIKNLVKKYSQFINFPIYVWSSKTETVEEPMEEEEAAKEEKEDSDDEAAVEEEEEEKKPKTKKVEKTVWDWELMNDIKPIWQRPSKEVEDDEYKAFYKSFSKESDDPMAYIHFTAEGEVTFKSILFVPTSAPRGLFDEYGSKKSDYIKLYVRRVFITDDFHDMMPKYLNFVKGVVDSDDLPLNVSRETLQQHKLLKVIRKKLVRKTLDMIKKIADEKYNDTFWKEFGTNIKLGVIEDH.... The pKd is 8.6. (8) The small molecule is COc1ccc(CNc2c(F)c(F)c(F)c(F)c2S(N)(=O)=O)cc1. The target protein (P00916) has sequence MASPDWGYDDKNGPEQWSKLYPIANGNNQSPVDIKTSEAKHDTSLKPISVSYNPATAKEIINVGHSFHVNFEDNDNRSVLKGGPFSDSYRLFQFHFHWGSSNEYGSEHTVDGVKYSSELHIVHWNSAKYSSLAEAVSKADGLAVIGVLMKVGEANPKLQKVLDALHAIKTKGKRAPFTNFDPSTLLPSSLDFWTYSGSLTHPPLYESVTWIICKESISVSSEQLAQFRSLLSNVEGSNPVPIQRNNRPTQPLKGRTVRASF. The pKd is 8.2.